From a dataset of Full USPTO retrosynthesis dataset with 1.9M reactions from patents (1976-2016). Predict the reactants needed to synthesize the given product. (1) Given the product [F:1][C:2]1[CH:7]=[CH:6][C:5]([CH2:8][C:9]2[NH:39][N:38]=[C:11]([C:13]3[N:14]=[CH:15][N:16]([C:18]([C:31]4[CH:36]=[CH:35][CH:34]=[CH:33][CH:32]=4)([C:25]4[CH:30]=[CH:29][CH:28]=[CH:27][CH:26]=4)[C:19]4[CH:24]=[CH:23][CH:22]=[CH:21][CH:20]=4)[CH:17]=3)[CH:10]=2)=[CH:4][CH:3]=1, predict the reactants needed to synthesize it. The reactants are: [F:1][C:2]1[CH:7]=[CH:6][C:5]([CH2:8][C:9](=O)[CH2:10][C:11]([C:13]2[N:14]=[CH:15][N:16]([C:18]([C:31]3[CH:36]=[CH:35][CH:34]=[CH:33][CH:32]=3)([C:25]3[CH:30]=[CH:29][CH:28]=[CH:27][CH:26]=3)[C:19]3[CH:24]=[CH:23][CH:22]=[CH:21][CH:20]=3)[CH:17]=2)=O)=[CH:4][CH:3]=1.[NH2:38][NH2:39].O. (2) The reactants are: [CH2:1]([O:8][CH2:9][N:10]1[C:15](=[O:16])[C:14]([CH3:17])=[C:13](Br)[N:12]([CH3:19])[C:11]1=[O:20])[C:2]1[CH:7]=[CH:6][CH:5]=[CH:4][CH:3]=1.[CH3:21][O:22][CH2:23][O:24][C:25]1[CH:30]=[CH:29][C:28](B(O)O)=[C:27]([CH3:34])[CH:26]=1.C(=O)([O-])[O-].[K+].[K+]. Given the product [CH2:1]([O:8][CH2:9][N:10]1[C:15](=[O:16])[C:14]([CH3:17])=[C:13]([C:28]2[CH:29]=[CH:30][C:25]([O:24][CH2:23][O:22][CH3:21])=[CH:26][C:27]=2[CH3:34])[N:12]([CH3:19])[C:11]1=[O:20])[C:2]1[CH:7]=[CH:6][CH:5]=[CH:4][CH:3]=1, predict the reactants needed to synthesize it. (3) Given the product [F:1][C@H:2]1[CH2:19][C@@:17]2([CH3:18])[C@@H:13]([CH2:14][CH2:15][C@@H:16]2[OH:20])[C@H:12]2[C@H:3]1[C:4]1[CH:5]=[CH:6][C:7]([OH:31])=[CH:8][C:9]=1[CH2:10][C@H:11]2[CH2:21][CH2:22][CH2:23][CH2:24][CH2:25][N:26]1[CH2:27][CH2:28][CH2:29][CH2:30]1, predict the reactants needed to synthesize it. The reactants are: [F:1][C@H:2]1[CH2:19][C@@:17]2([CH3:18])[C@@H:13]([CH2:14][CH2:15][C:16]2=[O:20])[C@H:12]2[C@H:3]1[C:4]1[CH:5]=[CH:6][C:7]([OH:31])=[CH:8][C:9]=1[CH2:10][C@H:11]2[CH2:21][CH2:22][CH2:23][CH2:24][CH2:25][N:26]1[CH2:30][CH2:29][CH2:28][CH2:27]1.[BH4-].[Na+]. (4) Given the product [Cl:11][C:12]1[CH:13]=[C:14]([N:2]2[CH2:7][CH2:6][CH:5]([C@H:8]([OH:10])[CH3:9])[CH2:4][CH2:3]2)[CH:15]=[CH:16][CH:17]=1, predict the reactants needed to synthesize it. The reactants are: Cl.[NH:2]1[CH2:7][CH2:6][CH:5]([C@H:8]([OH:10])[CH3:9])[CH2:4][CH2:3]1.[Cl:11][C:12]1[CH:17]=[CH:16][CH:15]=[C:14](I)[CH:13]=1. (5) Given the product [CH3:22][O:21][C:17]1[CH:18]=[C:19]2[C:14](=[C:15]([O:23][CH3:24])[CH:16]=1)[CH:13]=[N:12][C:11]([NH:1][C:2]1[N:3]=[CH:4][C:5]([C:8]#[N:9])=[N:6][CH:7]=1)=[CH:20]2.[Br:10][C:11]1[N:12]=[CH:13][C:14]2[C:19]([CH:20]=1)=[CH:18][C:17]([O:21][CH3:22])=[CH:16][C:15]=2[O:23][CH3:24], predict the reactants needed to synthesize it. The reactants are: [NH2:1][C:2]1[CH:7]=[N:6][C:5]([C:8]#[N:9])=[CH:4][N:3]=1.[Br:10][C:11]1[N:12]=[CH:13][C:14]2[C:19]([CH:20]=1)=[CH:18][C:17]([O:21][CH3:22])=[CH:16][C:15]=2[O:23][CH3:24].